The task is: Predict which catalyst facilitates the given reaction.. This data is from Catalyst prediction with 721,799 reactions and 888 catalyst types from USPTO. (1) The catalyst class is: 13. Reactant: Cl[CH2:2][CH2:3][CH2:4][OH:5].[CH3:6][CH:7]([NH2:14])[C:8]1[CH:13]=[CH:12][CH:11]=[CH:10][CH:9]=1.O. Product: [C:8]1([CH:7]([NH:14][CH2:2][CH2:3][CH2:4][OH:5])[CH3:6])[CH:13]=[CH:12][CH:11]=[CH:10][CH:9]=1. (2) Reactant: [Cl:1][C:2]1[CH:10]=[CH:9][C:5]([C:6](O)=[O:7])=[C:4]([I:11])[CH:3]=1.C(Cl)(=O)C([Cl:15])=O. Product: [Cl:1][C:2]1[CH:10]=[CH:9][C:5]([C:6]([Cl:15])=[O:7])=[C:4]([I:11])[CH:3]=1. The catalyst class is: 85. (3) Reactant: [CH3:1][N:2]1[CH2:7][CH2:6][N:5]([CH:8]2[CH2:17][CH2:16][C:11]3(OCC[O:12]3)[CH2:10][CH2:9]2)[CH2:4][C:3]1=[O:18].[OH-].[Na+]. Product: [CH3:1][N:2]1[CH2:7][CH2:6][N:5]([CH:8]2[CH2:9][CH2:10][C:11](=[O:12])[CH2:16][CH2:17]2)[CH2:4][C:3]1=[O:18]. The catalyst class is: 33. (4) Reactant: Br[C:2]1[CH:3]=[C:4]([CH:17]=[C:18]([C:20]2[CH:25]=[CH:24][C:23]([CH3:26])=[CH:22][N:21]=2)[CH:19]=1)[C:5]([NH:7][C@@H:8]([C:10]1[CH:11]=[N:12][C:13]([CH3:16])=[N:14][CH:15]=1)[CH3:9])=[O:6].[CH3:27][O:28][CH2:29][C:30]1[CH:35]=[CH:34][CH:33]=[CH:32][C:31]=1B(O)O.C(=O)([O-])[O-].[Cs+].[Cs+].O.CN(C)C=O. Product: [CH3:16][C:13]1[N:12]=[CH:11][C:10]([C@H:8]([NH:7][C:5]([C:4]2[CH:3]=[C:2]([C:31]3[CH:32]=[CH:33][CH:34]=[CH:35][C:30]=3[CH2:29][O:28][CH3:27])[CH:19]=[C:18]([C:20]3[CH:25]=[CH:24][C:23]([CH3:26])=[CH:22][N:21]=3)[CH:17]=2)=[O:6])[CH3:9])=[CH:15][N:14]=1. The catalyst class is: 682. (5) Reactant: Br[C:2]1[CH:3]=[C:4]2[C:9](=[C:10]([OH:12])[CH:11]=1)[C:8](=[O:13])[CH2:7][CH2:6][C:5]2([CH3:15])[CH3:14].C(N(CC)CC)C.[CH3:23][Si:24]([C:27]#[CH:28])([CH3:26])[CH3:25].C(OCC)(=O)C. Product: [OH:12][C:10]1[CH:11]=[C:2]([C:28]#[C:27][Si:24]([CH3:26])([CH3:25])[CH3:23])[CH:3]=[C:4]2[C:9]=1[C:8](=[O:13])[CH2:7][CH2:6][C:5]2([CH3:15])[CH3:14]. The catalyst class is: 730. (6) Reactant: [H-].[Na+].[OH:3][CH:4]1[CH2:8][CH2:7][O:6][CH2:5]1.[CH3:9][O:10][C:11](=[O:22])[C:12]1[CH:17]=[CH:16][C:15]([N+:18]([O-:20])=[O:19])=[C:14](F)[CH:13]=1. Product: [CH3:9][O:10][C:11](=[O:22])[C:12]1[CH:13]=[CH:14][C:15]([N+:18]([O-:20])=[O:19])=[C:16]([O:3][CH:4]2[CH2:8][CH2:7][O:6][CH2:5]2)[CH:17]=1. The catalyst class is: 1. (7) Reactant: Br[C:2]1[C:7]([F:8])=[CH:6][C:5]([NH:9][C:10]2[N:14]=[C:13]([NH2:15])[NH:12][N:11]=2)=[CH:4][C:3]=1[Cl:16].[CH3:17][N:18]([CH3:37])[S:19]([C:22]1[CH:27]=[CH:26][C:25](B2OC(C)(C)C(C)(C)O2)=[CH:24][CH:23]=1)(=[O:21])=[O:20].C(=O)([O-])[O-].[Na+].[Na+]. Product: [CH3:17][N:18]([CH3:37])[S:19]([C:22]1[CH:23]=[CH:24][C:25]([C:2]2[C:7]([F:8])=[CH:6][C:5]([NH:9][C:10]3[N:14]=[C:13]([NH2:15])[NH:12][N:11]=3)=[CH:4][C:3]=2[Cl:16])=[CH:26][CH:27]=1)(=[O:20])=[O:21]. The catalyst class is: 73.